Dataset: Full USPTO retrosynthesis dataset with 1.9M reactions from patents (1976-2016). Task: Predict the reactants needed to synthesize the given product. (1) Given the product [CH3:1][S:2]([N:7]1[CH2:12][CH2:11][CH2:10][CH:9]([CH2:13][NH:14][C:15]([C:17]2[CH:22]=[N:21][C:20]([C:23]3[CH:28]=[CH:27][CH:26]=[C:25]([F:29])[CH:24]=3)=[N:19][CH:18]=2)=[O:16])[CH2:8]1)(=[O:4])=[O:3], predict the reactants needed to synthesize it. The reactants are: [CH3:1][S:2](Cl)(=[O:4])=[O:3].Cl.[NH:7]1[CH2:12][CH2:11][CH2:10][CH:9]([CH2:13][NH:14][C:15]([C:17]2[CH:18]=[N:19][C:20]([C:23]3[CH:28]=[CH:27][CH:26]=[C:25]([F:29])[CH:24]=3)=[N:21][CH:22]=2)=[O:16])[CH2:8]1.C(N(CC)CC)C. (2) Given the product [CH2:1]([O:8][C:9]1[CH:18]=[C:17]2[C:12]([C:13]([Cl:19])=[CH:14][CH:15]=[N:16]2)=[CH:11][CH:10]=1)[C:2]1[CH:3]=[CH:4][CH:5]=[CH:6][CH:7]=1.[CH2:1]([O:8][C:9]1[CH:18]=[C:17]2[C:12]([C:34]([O:37][C:32]3[C:24]4[C:25]([C:29]([OH:31])=[O:30])=[C:26]([CH3:28])[O:27][C:23]=4[CH:22]=[CH:21][CH:33]=3)=[CH:14][CH:15]=[N:16]2)=[CH:11][CH:10]=1)[C:2]1[CH:3]=[CH:4][CH:5]=[CH:6][CH:7]=1, predict the reactants needed to synthesize it. The reactants are: [CH2:1]([O:8][C:9]1[CH:18]=[C:17]2[C:12]([C:13]([Cl:19])=[CH:14][CH:15]=[N:16]2)=[CH:11][CH:10]=1)[C:2]1[CH:7]=[CH:6][CH:5]=[CH:4][CH:3]=1.O[C:21]1[CH:33]=[CH:32][C:24]2[C:25]([C:29]([OH:31])=[O:30])=[C:26]([CH3:28])[O:27][C:23]=2[CH:22]=1.[C:34]([O-:37])([O-])=O.[Cs+].[Cs+].O. (3) Given the product [C:24]1([C@H:22]2[CH2:23][C@@H:21]2[NH:18][C:19]([N:4]2[CH2:5][CH2:6][N:1]([C:11]([O:13][C:14]([CH3:17])([CH3:16])[CH3:15])=[O:12])[CH2:2][C@H:3]2[C:7]([O:9][CH3:10])=[O:8])=[O:20])[CH:29]=[CH:28][CH:27]=[CH:26][CH:25]=1, predict the reactants needed to synthesize it. The reactants are: [N:1]1([C:11]([O:13][C:14]([CH3:17])([CH3:16])[CH3:15])=[O:12])[CH2:6][CH2:5][NH:4][C@H:3]([C:7]([O:9][CH3:10])=[O:8])[CH2:2]1.[N:18]([C@H:21]1[CH2:23][C@@H:22]1[C:24]1[CH:29]=[CH:28][CH:27]=[CH:26][CH:25]=1)=[C:19]=[O:20]. (4) Given the product [C:1]([O:5][C:6]([N:8]([C:9]([CH3:17])([CH3:16])[CH2:10]/[CH:11]=[CH:12]/[C:13]([OH:15])=[O:14])[CH3:22])=[O:7])([CH3:4])([CH3:2])[CH3:3], predict the reactants needed to synthesize it. The reactants are: [C:1]([O:5][C:6]([NH:8][C:9]([CH3:17])([CH3:16])[CH2:10]/[CH:11]=[CH:12]/[C:13]([OH:15])=[O:14])=[O:7])([CH3:4])([CH3:3])[CH3:2].CI.[H-].[Na+].[C:22](OCC)(=O)C. (5) Given the product [CH:18]1([NH:23][C:15]([C@@H:11]2[CH2:12][CH2:13][CH2:14][N:9]([S:6]([C:2]3[S:1][CH:5]=[CH:4][CH:3]=3)(=[O:7])=[O:8])[CH2:10]2)=[O:17])[CH2:22][CH2:21][CH2:20][CH2:19]1, predict the reactants needed to synthesize it. The reactants are: [S:1]1[CH:5]=[CH:4][CH:3]=[C:2]1[S:6]([N:9]1[CH2:14][CH2:13][CH2:12][C@@H:11]([C:15]([OH:17])=O)[CH2:10]1)(=[O:8])=[O:7].[CH:18]1([NH2:23])[CH2:22][CH2:21][CH2:20][CH2:19]1. (6) Given the product [C:40]([O:43][CH2:44][C:45]([CH3:59])([CH3:58])[C@H:46]([NH:47][C:48]([O:50][C:51]([CH3:54])([CH3:53])[CH3:52])=[O:49])[C:55](=[O:56])[NH:1][C@@H:2]([CH2:33][C:34]1[CH:35]=[CH:36][CH:37]=[CH:38][CH:39]=1)[C@@H:3]([OH:32])[CH2:4][C@H:5]([CH2:6][C:7]1[CH:12]=[CH:11][C:10]([C:13]2[CH:18]=[CH:17][CH:16]=[CH:15][N:14]=2)=[CH:9][CH:8]=1)[NH:19][C:20](=[O:21])[C@H:22]([C:23]([CH3:26])([CH3:25])[CH3:24])[NH:27][C:28](=[O:31])[O:29][CH3:30])(=[O:42])[CH3:41], predict the reactants needed to synthesize it. The reactants are: [NH2:1][C@@H:2]([CH2:33][C:34]1[CH:39]=[CH:38][CH:37]=[CH:36][CH:35]=1)[C@@H:3]([OH:32])[CH2:4][C@@H:5]([NH:19][C:20]([C@@H:22]([NH:27][C:28](=[O:31])[O:29][CH3:30])[C:23]([CH3:26])([CH3:25])[CH3:24])=[O:21])[CH2:6][C:7]1[CH:12]=[CH:11][C:10]([C:13]2[CH:18]=[CH:17][CH:16]=[CH:15][N:14]=2)=[CH:9][CH:8]=1.[C:40]([O:43][CH2:44][C:45]([CH3:59])([CH3:58])[C@@H:46]([C:55](O)=[O:56])[NH:47][C:48]([O:50][C:51]([CH3:54])([CH3:53])[CH3:52])=[O:49])(=[O:42])[CH3:41].CCOP(ON1N=NC2C=CC=CC=2C1=O)(OCC)=O.C(N(CC)C(C)C)(C)C. (7) Given the product [CH3:21][O:20][C:17]1[CH:16]=[CH:15][C:14]([CH2:13][N:10]2[C:11]3[C:7](=[CH:6][CH:5]=[C:4]([C:1](=[O:3])[CH2:2][C:25](=[O:27])[CH3:26])[CH:12]=3)[C:8]([CH3:24])([CH3:23])[C:9]2=[O:22])=[CH:19][CH:18]=1, predict the reactants needed to synthesize it. The reactants are: [C:1]([C:4]1[CH:12]=[C:11]2[C:7]([C:8]([CH3:24])([CH3:23])[C:9](=[O:22])[N:10]2[CH2:13][C:14]2[CH:19]=[CH:18][C:17]([O:20][CH3:21])=[CH:16][CH:15]=2)=[CH:6][CH:5]=1)(=[O:3])[CH3:2].[C:25](OC)(=[O:27])[CH3:26]. (8) Given the product [CH3:17][C@@H:18]1[CH2:22][CH2:21][CH2:20][N:19]1[CH2:34][CH2:35][C:36]1[O:37][C:38]2[CH:44]=[CH:43][C:42]([C:45]3[CH:50]=[CH:49][C:48]([C:51]#[N:52])=[CH:47][CH:46]=3)=[CH:41][C:39]=2[CH:40]=1, predict the reactants needed to synthesize it. The reactants are: C(=O)([O-])[O-].[K+].[K+].C(C(C(C(O)=O)O)O)(O)=O.[CH3:17][C@@H:18]1[CH2:22][CH2:21][CH2:20][NH:19]1.CC1C=CC(S(O[CH2:34][CH2:35][C:36]2[O:37][C:38]3[CH:44]=[CH:43][C:42]([C:45]4[CH:50]=[CH:49][C:48]([C:51]#[N:52])=[CH:47][CH:46]=4)=[CH:41][C:39]=3[CH:40]=2)(=O)=O)=CC=1. (9) Given the product [CH3:1][O:2][C:3](=[O:36])[CH2:4][C@H:5]1[C:9]2[CH:10]=[CH:11][C:12]([O:14][C@H:15]3[C:23]4[C:18](=[C:19]([O:25][C:26]5[CH:31]=[CH:30][C:29]([CH:32]=[O:38])=[CH:28][C:27]=5[C:34]#[N:35])[CH:20]=[CH:21][C:22]=4[F:24])[CH2:17][CH2:16]3)=[CH:13][C:8]=2[O:7][CH2:6]1, predict the reactants needed to synthesize it. The reactants are: [CH3:1][O:2][C:3](=[O:36])[CH2:4][CH:5]1[C:9]2[CH:10]=[CH:11][C:12]([O:14][CH:15]3[C:23]4[C:18](=[C:19]([O:25][C:26]5[CH:31]=[CH:30][C:29]([CH:32]=C)=[CH:28][C:27]=5[C:34]#[N:35])[CH:20]=[CH:21][C:22]=4[F:24])[CH2:17][CH2:16]3)=[CH:13][C:8]=2[O:7][CH2:6]1.O.[O-:38]I(=O)(=O)=O.[Na+].